The task is: Predict the reaction yield, written as a fraction of the theoretical maximum amount of product (1.0 means a 100% yield; for example, 0.34 means a 34% yield).. This data is from Reaction yield outcomes from USPTO patents with 853,638 reactions. (1) The reactants are [CH3:1][O:2][C:3]1[CH:8]=[CH:7][CH:6]=[CH:5][C:4]=1[C:9]1[N:14]=[C:13]([C:15]2[CH:20]=[CH:19][CH:18]=[CH:17][N:16]=2)[CH:12]=[CH:11][CH:10]=1.[CH3:21][O:22][C:23]1[CH:28]=[CH:27][CH:26]=[CH:25][C:24]=1[Li].[Cl-].[NH4+].[Mn]([O-])(=O)(=O)=O.[K+]. The catalyst is CC(C)=O.C(OCC)C. The product is [CH3:1][O:2][C:3]1[CH:8]=[CH:7][CH:6]=[CH:5][C:4]=1[C:9]1[N:14]=[C:13]([C:15]2[CH:20]=[CH:19][CH:18]=[C:17]([C:24]3[CH:25]=[CH:26][CH:27]=[CH:28][C:23]=3[O:22][CH3:21])[N:16]=2)[CH:12]=[CH:11][CH:10]=1. The yield is 0.456. (2) The reactants are [Cl-].[Ce+3].[Cl-].[Cl-].[BH4-:5].[Na+].[CH:7]1[C:16]2[C:11](=[CH:12][CH:13]=[CH:14][CH:15]=2)[CH:10]=[CH:9][C:8]=1[PH:17](=O)[C:18]1[CH:27]=[CH:26][C:25]2[C:20](=[CH:21][CH:22]=[CH:23][CH:24]=2)[CH:19]=1.[H-].[Al+3].[Li+].[H-].[H-].[H-].Cl. The catalyst is C1COCC1.C1(C)C=CC=CC=1. The product is [CH:19]1[C:20]2[C:25](=[CH:24][CH:23]=[CH:22][CH:21]=2)[CH:26]=[CH:27][C:18]=1[PH:17][C:8]1[CH:9]=[CH:10][C:11]2[C:16](=[CH:15][CH:14]=[CH:13][CH:12]=2)[CH:7]=1.[BH3:5]. The yield is 0.633. (3) The yield is 0.450. The product is [CH2:17]([C:7]1[N:8]([CH2:12][C:13]2[N:16]=[C:28]([C:27]3[CH:26]=[C:25]([F:24])[C:33]([F:34])=[C:32]([F:35])[CH:31]=3)[O:15][N:14]=2)[C:9]2[C:5]([CH:6]=1)=[C:4]([C:20]([F:22])([F:23])[F:21])[C:3]([C:1]#[N:2])=[CH:11][CH:10]=2)[CH2:18][CH3:19]. The reactants are [C:1]([C:3]1[C:4]([C:20]([F:23])([F:22])[F:21])=[C:5]2[C:9](=[CH:10][CH:11]=1)[N:8]([CH2:12][C:13](=[NH:16])[NH:14][OH:15])[C:7]([CH2:17][CH2:18][CH3:19])=[CH:6]2)#[N:2].[F:24][C:25]1[CH:26]=[C:27]([CH:31]=[C:32]([F:35])[C:33]=1[F:34])[C:28](Cl)=O.C(N(CC)C(C)C)(C)C. The catalyst is C(#N)C. (4) The catalyst is C1COCC1.O. The reactants are [O:1]=[C:2]1[N:6]([C:7]([O:9][C:10]([CH3:13])([CH3:12])[CH3:11])=[O:8])[C@H:5]([C:14]([O:16][CH3:17])=[O:15])[CH2:4][CH2:3]1.[Li+].[CH3:19][Si]([N-][Si](C)(C)C)(C)C.CI.CC(O)=O. The product is [CH3:19][C@H:3]1[C:2](=[O:1])[N:6]([C:7]([O:9][C:10]([CH3:13])([CH3:12])[CH3:11])=[O:8])[C@H:5]([C:14]([O:16][CH3:17])=[O:15])[CH2:4]1. The yield is 0.350. (5) The reactants are [OH-].[Na+].C1COCC1.[F:8][C:9]1[C:14]2[CH:15]=[C:16]([CH2:18][C:19]3[CH:24]=[CH:23][CH:22]=[C:21]([C:25]([F:28])([F:27])[F:26])[CH:20]=3)[S:17][C:13]=2[C:12]([C:29]2[CH:30]=[C:31]([CH:37]=[CH:38][CH:39]=2)[C:32]([O:34]CC)=[O:33])=[CH:11][CH:10]=1.Cl. The catalyst is CO. The product is [F:8][C:9]1[C:14]2[CH:15]=[C:16]([CH2:18][C:19]3[CH:24]=[CH:23][CH:22]=[C:21]([C:25]([F:27])([F:28])[F:26])[CH:20]=3)[S:17][C:13]=2[C:12]([C:29]2[CH:30]=[C:31]([CH:37]=[CH:38][CH:39]=2)[C:32]([OH:34])=[O:33])=[CH:11][CH:10]=1. The yield is 0.620. (6) The reactants are [CH2:1]([O:3][C:4](=[O:22])[C:5]([CH:7]1[C:13](=O)[CH2:12][CH2:11][CH2:10][N:9]([C:15]([O:17][C:18]([CH3:21])([CH3:20])[CH3:19])=[O:16])[CH2:8]1)=O)[CH3:2].[NH2:23][NH2:24]. The catalyst is C1COCC1. The product is [NH:23]1[C:13]2[CH2:12][CH2:11][CH2:10][N:9]([C:15]([O:17][C:18]([CH3:21])([CH3:20])[CH3:19])=[O:16])[CH2:8][C:7]=2[C:5]([C:4]([O:3][CH2:1][CH3:2])=[O:22])=[N:24]1. The yield is 0.700.